From a dataset of Catalyst prediction with 721,799 reactions and 888 catalyst types from USPTO. Predict which catalyst facilitates the given reaction. (1) Reactant: [C:1]1([CH3:8])[CH:6]=[CH:5][CH:4]=[C:3]([NH2:7])[CH:2]=1.C([O-])([O-])=O.[K+].[K+].[Na+].[I-].[Cl:17][CH2:18][CH2:19][CH2:20][N:21]1[CH2:31][CH2:30][C:29]2[C:32]3[CH:22]1[CH2:23][CH2:24][C:25]=3[CH:26]=[CH:27][CH:28]=2. Product: [ClH:17].[ClH:17].[CH2:24]1[C:25]2=[C:32]3[C:29](=[CH:28][CH:27]=[CH:26]2)[CH2:30][CH2:31][N:21]([CH2:20][CH2:19][CH2:18][NH:7][C:3]2[CH:2]=[C:1]([CH3:8])[CH:6]=[CH:5][CH:4]=2)[CH:22]3[CH2:23]1. The catalyst class is: 3. (2) Reactant: [OH:1][C:2]1[CH:15]=[CH:14][C:5]([CH:6]=[C:7]2[S:11][C:10](=[O:12])[NH:9][C:8]2=[O:13])=[CH:4][CH:3]=1.[CH3:16][C:17]1([CH2:23]OS(C(F)(F)F)(=O)=O)[CH2:22][CH2:21][CH2:20][CH2:19][CH2:18]1.C([O-])([O-])=O.[K+].[K+].O. Product: [OH:1][C:2]1[CH:15]=[CH:14][C:5]([CH:6]=[C:7]2[S:11][C:10](=[O:12])[N:9]([CH2:16][C:17]3([CH3:23])[CH2:22][CH2:21][CH2:20][CH2:19][CH2:18]3)[C:8]2=[O:13])=[CH:4][CH:3]=1. The catalyst class is: 3. (3) Reactant: FC(F)(F)S(O[C:7]1[C:12]([F:13])=[CH:11][C:10]([N+:14]([O-:16])=[O:15])=[CH:9][C:8]=1[F:17])(=O)=O.[NH:20]1[CH2:25][CH2:24][S:23][CH2:22][CH2:21]1. Product: [F:13][C:12]1[CH:11]=[C:10]([N+:14]([O-:16])=[O:15])[CH:9]=[C:8]([F:17])[C:7]=1[N:20]1[CH2:25][CH2:24][S:23][CH2:22][CH2:21]1. The catalyst class is: 7. (4) Product: [CH2:7]([C:1]1[CH:6]=[CH:5][C:4]([S:26]([Cl:25])(=[O:28])=[O:27])=[CH:3][CH:2]=1)[CH2:8][CH2:9][CH2:10][CH2:11][CH2:12][CH2:13][CH2:14][CH2:15][CH2:16][CH2:17][CH2:18][CH2:19][CH2:20][CH2:21][CH3:22]. The catalyst class is: 22. Reactant: [C:1]1([CH2:7][CH2:8][CH2:9][CH2:10][CH2:11][CH2:12][CH2:13][CH2:14][CH2:15][CH2:16][CH2:17][CH2:18][CH2:19][CH2:20][CH2:21][CH2:22]CC)[CH:6]=[CH:5][CH:4]=[CH:3][CH:2]=1.[Cl:25][S:26](O)(=[O:28])=[O:27].